The task is: Predict the product of the given reaction.. This data is from Forward reaction prediction with 1.9M reactions from USPTO patents (1976-2016). (1) Given the reactants Br[C:2]1[S:3][C:4]2[CH:10]=[C:9]([O:11][CH3:12])[CH:8]=[CH:7][C:5]=2[N:6]=1.[C:13]([C:16]1[S:17][C:18](B(O)O)=[CH:19][CH:20]=1)([OH:15])=[O:14].C(=O)([O-])[O-].[Na+].[Na+], predict the reaction product. The product is: [CH3:12][O:11][C:9]1[CH:8]=[CH:7][C:5]2[N:6]=[C:2]([C:18]3[S:17][C:16]([C:13]([OH:15])=[O:14])=[CH:20][CH:19]=3)[S:3][C:4]=2[CH:10]=1. (2) Given the reactants FC(F)C1NC2C=CC=CC=2N=1.FC(F)C1NC2C=C(O[Si](C(C)(C)C)(C)C)C=CC=2N=1.[F:33][CH:34]([F:70])[C:35]1[N:39]([C:40]2[N:45]=[C:44]([N:46]3[CH2:51][CH2:50][O:49][CH2:48][CH2:47]3)[CH:43]=[C:42]([N:52]3[CH2:57][CH2:56][O:55][CH2:54][CH2:53]3)[N:41]=2)[C:38]2[CH:58]=[CH:59][C:60]([O:62][Si](C(C)(C)C)(C)C)=[CH:61][C:37]=2[N:36]=1.[F-].C([N+](CCCC)(CCCC)CCCC)CCC, predict the reaction product. The product is: [F:70][CH:34]([F:33])[C:35]1[N:39]([C:40]2[N:41]=[C:42]([N:52]3[CH2:53][CH2:54][O:55][CH2:56][CH2:57]3)[CH:43]=[C:44]([N:46]3[CH2:51][CH2:50][O:49][CH2:48][CH2:47]3)[N:45]=2)[C:38]2[CH:58]=[CH:59][C:60]([OH:62])=[CH:61][C:37]=2[N:36]=1. (3) Given the reactants [CH2:1]([O:8][C:9]1[C:10]([O:32][CH2:33][CH3:34])=[CH:11][CH:12]=[C:13]2[C:18]=1[CH:17]=[N:16][CH:15]=[C:14]2[CH2:19][C:20]1[CH:25]=[C:24]([O:26][CH3:27])[C:23]([O:28][CH3:29])=[C:22]([O:30][CH3:31])[CH:21]=1)[C:2]1[CH:7]=[CH:6][CH:5]=[CH:4][CH:3]=1.[OH:35]N1C(=O)C2=CC=CC=C2C1=O.[O-]Cl=O.[Na+].O, predict the reaction product. The product is: [CH2:1]([O:8][C:9]1[C:10]([O:32][CH2:33][CH3:34])=[CH:11][CH:12]=[C:13]2[C:18]=1[CH:17]=[N:16][CH:15]=[C:14]2[C:19]([C:20]1[CH:21]=[C:22]([O:30][CH3:31])[C:23]([O:28][CH3:29])=[C:24]([O:26][CH3:27])[CH:25]=1)=[O:35])[C:2]1[CH:7]=[CH:6][CH:5]=[CH:4][CH:3]=1. (4) The product is: [CH3:3][O:4][C:5]1[C:10]([N:11]([CH2:31][CH2:32][CH3:33])[C:12](=[O:15])[CH2:13][CH3:14])=[CH:9][C:8]([CH3:16])=[C:7]([C:17]2[CH:22]=[CH:21][C:20]([O:23][C:24]([F:27])([F:26])[F:25])=[CH:19][C:18]=2[O:28][CH3:29])[N:6]=1. Given the reactants [H-].[Na+].[CH3:3][O:4][C:5]1[C:10]([NH:11][C:12](=[O:15])[CH2:13][CH3:14])=[CH:9][C:8]([CH3:16])=[C:7]([C:17]2[CH:22]=[CH:21][C:20]([O:23][C:24]([F:27])([F:26])[F:25])=[CH:19][C:18]=2[O:28][CH3:29])[N:6]=1.I[CH2:31][CH2:32][CH3:33].O, predict the reaction product. (5) Given the reactants [Na].C([NH:8][C:9]1[N:10]=[C:11]([O:20][CH:21]([CH3:23])[CH3:22])[C:12]2[CH:18]=[C:17]([Br:19])[CH:16]=[N:15][C:13]=2[N:14]=1)(=O)C(C)(C)C.C(O)(=O)C, predict the reaction product. The product is: [NH2:8][C:9]1[N:10]=[C:11]([O:20][CH:21]([CH3:23])[CH3:22])[C:12]2[CH:18]=[C:17]([Br:19])[CH:16]=[N:15][C:13]=2[N:14]=1. (6) Given the reactants [NH2:1][CH2:2][C:3]1[CH:8]=[CH:7][C:6]([C:9]2[C:14]([CH3:15])=[CH:13][CH:12]=[C:11]([NH:16][C:17]([C:19]3([C:22]4[CH:30]=[CH:29][C:25]5[O:26][CH2:27][O:28][C:24]=5[CH:23]=4)[CH2:21][CH2:20]3)=[O:18])[CH:10]=2)=[CH:5][CH:4]=1.[CH2:31]([S:34](Cl)(=[O:36])=[O:35])[CH2:32][CH3:33].CCN(CC)CC, predict the reaction product. The product is: [O:26]1[C:25]2[CH:29]=[CH:30][C:22]([C:19]3([C:17]([NH:16][C:11]4[CH:10]=[C:9]([C:6]5[CH:5]=[CH:4][C:3]([CH2:2][NH:1][S:34]([CH2:31][CH2:32][CH3:33])(=[O:36])=[O:35])=[CH:8][CH:7]=5)[C:14]([CH3:15])=[CH:13][CH:12]=4)=[O:18])[CH2:20][CH2:21]3)=[CH:23][C:24]=2[O:28][CH2:27]1. (7) Given the reactants [C:1]([O:5][C:6](=[O:19])[N:7]([C:9]1[CH:14]=[CH:13][C:12](Br)=[C:11]([N+:16]([O-:18])=[O:17])[N:10]=1)[CH3:8])([CH3:4])([CH3:3])[CH3:2].[CH2:20]([O:22][CH2:23][O:24][C:25]1[CH:26]=[CH:27][C:28]2[O:32][C:31](B(O)O)=[CH:30][C:29]=2[CH:36]=1)[CH3:21], predict the reaction product. The product is: [C:1]([O:5][C:6](=[O:19])[N:7]([C:9]1[CH:14]=[CH:13][C:12]([C:31]2[O:32][C:28]3[CH:27]=[CH:26][C:25]([O:24][CH2:23][O:22][CH2:20][CH3:21])=[CH:36][C:29]=3[CH:30]=2)=[C:11]([N+:16]([O-:18])=[O:17])[N:10]=1)[CH3:8])([CH3:4])([CH3:3])[CH3:2].